The task is: Predict the product of the given reaction.. This data is from Forward reaction prediction with 1.9M reactions from USPTO patents (1976-2016). (1) Given the reactants Br[C:2]1[CH:3]=[C:4]([C:23]([NH2:25])=[O:24])[C:5]2[NH:6][C:7]3[C:12]([C:13]=2[CH:14]=1)=[CH:11][C:10]([C:15]([N:17]1[CH2:22][CH2:21][O:20][CH2:19][CH2:18]1)=[O:16])=[CH:9][CH:8]=3.[CH3:26][C:27]1[C:31](B2OC(C)(C)C(C)(C)O2)=[C:30]([CH3:41])[O:29][N:28]=1.O1CCCC1.[O-]P([O-])([O-])=O.[K+].[K+].[K+], predict the reaction product. The product is: [CH3:26][C:27]1[C:31]([C:2]2[CH:3]=[C:4]([C:23]([NH2:25])=[O:24])[C:5]3[NH:6][C:7]4[C:12]([C:13]=3[CH:14]=2)=[CH:11][C:10]([C:15]([N:17]2[CH2:18][CH2:19][O:20][CH2:21][CH2:22]2)=[O:16])=[CH:9][CH:8]=4)=[C:30]([CH3:41])[O:29][N:28]=1. (2) Given the reactants C[O:2][C:3]([C:5]1[S:9][C:8]([N:10]2[CH2:15][CH2:14][N:13]([C:16]([O:18][C:19]([CH3:22])([CH3:21])[CH3:20])=[O:17])[CH2:12][CH2:11]2)=[N:7][CH:6]=1)=[O:4].O1CCCC1.[OH-].[Na+], predict the reaction product. The product is: [C:3]([C:5]1[S:9][C:8]([N:10]2[CH2:15][CH2:14][N:13]([C:16]([O:18][C:19]([CH3:22])([CH3:21])[CH3:20])=[O:17])[CH2:12][CH2:11]2)=[N:7][CH:6]=1)([OH:4])=[O:2]. (3) Given the reactants [CH3:1][C:2]1[S:6][C:5]([C:7]([OH:9])=O)=[C:4]2[CH2:10][CH2:11][C:12]([CH3:15])([CH3:14])[CH2:13][C:3]=12.[CH2:16](OCC)C, predict the reaction product. The product is: [CH3:1][C:2]1[S:6][C:5]([C:7](=[O:9])[CH3:16])=[C:4]2[CH2:10][CH2:11][C:12]([CH3:15])([CH3:14])[CH2:13][C:3]=12. (4) Given the reactants [C:1]([C:3]1[N:7]2[N:8]=[CH:9][CH:10]=[CH:11][C:6]2=[N:5][CH:4]=1)#[CH:2].I[C:13]1[CH:14]=[C:15]([CH:35]=[CH:36][C:37]=1[CH3:38])[C:16]([NH:18][C:19]1[CH:24]=[CH:23][C:22]([N:25]2[CH:29]=[C:28]([CH3:30])[N:27]=[CH:26]2)=[C:21]([C:31]([F:34])([F:33])[F:32])[CH:20]=1)=[O:17], predict the reaction product. The product is: [N:5]1[CH:4]=[C:3]([C:1]#[C:2][C:36]2[CH:35]=[C:15]([CH:14]=[CH:13][C:37]=2[CH3:38])[C:16]([NH:18][C:19]2[CH:24]=[CH:23][C:22]([N:25]3[CH:29]=[C:28]([CH3:30])[N:27]=[CH:26]3)=[C:21]([C:31]([F:32])([F:33])[F:34])[CH:20]=2)=[O:17])[N:7]2[C:6]=1[CH:11]=[CH:10][CH:9]=[N:8]2.